Task: Predict the reactants needed to synthesize the given product.. Dataset: Full USPTO retrosynthesis dataset with 1.9M reactions from patents (1976-2016) (1) Given the product [Br:10][C:8]1[CH:7]=[C:6]([CH3:11])[C:5]([N:12]([CH3:27])[S:13]([C:16]2[CH:21]=[CH:20][C:19]([O:22][CH:23]([CH3:26])[C:24]#[CH:25])=[CH:18][CH:17]=2)(=[O:15])=[O:14])=[C:4]([CH:9]=1)[C:3]([OH:28])=[O:2], predict the reactants needed to synthesize it. The reactants are: C[O:2][C:3](=[O:28])[C:4]1[CH:9]=[C:8]([Br:10])[CH:7]=[C:6]([CH3:11])[C:5]=1[N:12]([CH3:27])[S:13]([C:16]1[CH:21]=[CH:20][C:19]([O:22][CH:23]([CH3:26])[C:24]#[CH:25])=[CH:18][CH:17]=1)(=[O:15])=[O:14].[OH-].[Na+]. (2) Given the product [CH3:15][S:16]([C:19]1[CH:24]=[C:23]([C:2]2[CH:3]=[N:4][CH:5]=[C:6]3[C:11]=2[N:10]=[C:9]([C:12]([NH2:14])=[O:13])[CH:8]=[CH:7]3)[CH:22]=[CH:21][CH:20]=1)(=[O:18])=[O:17], predict the reactants needed to synthesize it. The reactants are: Br[C:2]1[CH:3]=[N:4][CH:5]=[C:6]2[C:11]=1[N:10]=[C:9]([C:12]([NH2:14])=[O:13])[CH:8]=[CH:7]2.[CH3:15][S:16]([C:19]1[CH:20]=[C:21](B(O)O)[CH:22]=[CH:23][CH:24]=1)(=[O:18])=[O:17].C(=O)([O-])[O-].[Cs+].[Cs+]. (3) Given the product [CH3:1][NH:2][CH2:3][C@@H:4]([C@H:6]([C@@H:8]([C@@H:10]([CH2:12][OH:13])[OH:11])[OH:9])[OH:7])[OH:5].[Cl:14][C:15]1[CH:16]=[C:17]([CH:42]=[CH:43][CH:44]=1)[CH2:18][N:19]([C:37](=[O:41])[C:38]([OH:40])=[O:39])[CH2:20][C:21]1[CH:22]=[CH:23][C:24]([C:27]#[C:28][CH2:29][CH2:30][CH2:31][CH2:32][CH2:33][CH2:34][CH2:35][CH3:36])=[CH:25][CH:26]=1, predict the reactants needed to synthesize it. The reactants are: [CH3:1][NH:2][CH2:3][C@@H:4]([C@H:6]([C@@H:8]([C@@H:10]([CH2:12][OH:13])[OH:11])[OH:9])[OH:7])[OH:5].[Cl:14][C:15]1[CH:16]=[C:17]([CH:42]=[CH:43][CH:44]=1)[CH2:18][N:19]([C:37](=[O:41])[C:38]([OH:40])=[O:39])[CH2:20][C:21]1[CH:26]=[CH:25][C:24]([C:27]#[C:28][CH2:29][CH2:30][CH2:31][CH2:32][CH2:33][CH2:34][CH2:35][CH3:36])=[CH:23][CH:22]=1.